From a dataset of Full USPTO retrosynthesis dataset with 1.9M reactions from patents (1976-2016). Predict the reactants needed to synthesize the given product. (1) The reactants are: Br[C:2]1[CH:3]=[C:4]2[C:10]([CH:11]=[O:12])=[CH:9][NH:8][C:5]2=[N:6][CH:7]=1.O1CCOCC1.C(=O)([O-])[O-].[Cs+].[Cs+].[C:25]1(B(O)O)[CH:30]=[CH:29][CH:28]=[CH:27][CH:26]=1. Given the product [C:25]1([C:2]2[CH:3]=[C:4]3[C:10]([CH:11]=[O:12])=[CH:9][NH:8][C:5]3=[N:6][CH:7]=2)[CH:30]=[CH:29][CH:28]=[CH:27][CH:26]=1, predict the reactants needed to synthesize it. (2) Given the product [Br:21][C:18]1[C:19]2[O:20][C:12]([C:9]3[CH:8]=[CH:7][C:6]([C:2]4([NH:1][C:29](=[O:30])[O:31][C:32]([CH3:35])([CH3:34])[CH3:33])[CH2:5][CH2:4][CH2:3]4)=[CH:11][CH:10]=3)=[C:13]([C:23]3[CH:28]=[CH:27][CH:26]=[CH:25][CH:24]=3)[C:14]=2[C:15](=[O:22])[NH:16][CH:17]=1, predict the reactants needed to synthesize it. The reactants are: [NH2:1][C:2]1([C:6]2[CH:11]=[CH:10][C:9]([C:12]3[O:20][C:19]4[C:18]([Br:21])=[CH:17][NH:16][C:15](=[O:22])[C:14]=4[C:13]=3[C:23]3[CH:28]=[CH:27][CH:26]=[CH:25][CH:24]=3)=[CH:8][CH:7]=2)[CH2:5][CH2:4][CH2:3]1.[C:29](O[C:29]([O:31][C:32]([CH3:35])([CH3:34])[CH3:33])=[O:30])([O:31][C:32]([CH3:35])([CH3:34])[CH3:33])=[O:30].C(=O)([O-])[O-].[K+].[K+].CI. (3) The reactants are: [H-].[Na+].[F:3][C:4]1[CH:18]=[CH:17][C:7]([CH2:8][N:9]2[CH2:14][CH2:13][C:12](=[O:15])[CH2:11][C:10]2=[O:16])=[CH:6][CH:5]=1.Br[CH2:20][C:21]([O:37][CH2:38][CH3:39])([O:34][CH2:35][CH3:36])[C:22](OC1C=CC([N+]([O-])=O)=CC=1)=[O:23].[Cl-].[NH4+]. Given the product [CH2:35]([O:34][C:21]1([O:37][CH2:38][CH3:39])[CH2:20][O:15][C:12]2[CH2:13][CH2:14][N:9]([CH2:8][C:7]3[CH:6]=[CH:5][C:4]([F:3])=[CH:18][CH:17]=3)[C:10](=[O:16])[C:11]=2[C:22]1=[O:23])[CH3:36], predict the reactants needed to synthesize it. (4) Given the product [CH3:22][CH:9]1[CH2:8][N:7]([C:6]([O:5][C:1]([CH3:4])([CH3:3])[CH3:2])=[O:23])[C:13](=[O:14])[CH2:12][C:10]1=[O:11], predict the reactants needed to synthesize it. The reactants are: [C:1]([O:5][C:6](=[O:23])[NH:7][CH2:8][CH:9]([CH3:22])[C:10]([CH:12]1C(=O)OC(C)(C)[O:14][C:13]1=O)=[O:11])([CH3:4])([CH3:3])[CH3:2]. (5) Given the product [NH2:18][C:9]1[C:8]2[N:7]=[C:6]([CH2:19][CH2:20][O:21][CH3:22])[N:5]([CH2:4][CH2:3][CH2:2][NH:1][C:30]([NH:29][CH:23]3[CH2:28][CH2:27][CH2:26][CH2:25][CH2:24]3)=[O:31])[C:17]=2[C:16]2[CH:15]=[CH:14][CH:13]=[CH:12][C:11]=2[N:10]=1, predict the reactants needed to synthesize it. The reactants are: [NH2:1][CH2:2][CH2:3][CH2:4][N:5]1[C:17]2[C:16]3[CH:15]=[CH:14][CH:13]=[CH:12][C:11]=3[N:10]=[C:9]([NH2:18])[C:8]=2[N:7]=[C:6]1[CH2:19][CH2:20][O:21][CH3:22].[CH:23]1([N:29]=[C:30]=[O:31])[CH2:28][CH2:27][CH2:26][CH2:25][CH2:24]1. (6) Given the product [Cl:1][C:2]1[CH:3]=[C:4]2[C:8](=[CH:9][CH:10]=1)[N:7]([CH3:11])[C:6]([CH2:12][CH2:13][CH2:14][CH2:15][CH2:16][CH3:17])=[C:5]2[C:18](=[O:27])[CH2:19][C@@H:20]([CH3:26])[CH2:21][C:22]([OH:24])=[O:23], predict the reactants needed to synthesize it. The reactants are: [Cl:1][C:2]1[CH:3]=[C:4]2[C:8](=[CH:9][CH:10]=1)[N:7]([CH3:11])[C:6]([CH2:12][CH2:13][CH2:14][CH2:15][CH2:16][CH3:17])=[C:5]2[C:18](=[O:27])[CH2:19][C@@H:20]([CH3:26])[CH2:21][C:22]([O:24]C)=[O:23].O.[OH-].[Li+]. (7) Given the product [N:12]1([CH:31]([NH:7][C:6]2[CH:8]=[CH:9][C:3]([C:2]([F:10])([F:11])[F:1])=[CH:4][CH:5]=2)[CH2:30][CH2:29][O:28][CH2:21][C:22]2[CH:27]=[CH:26][CH:25]=[CH:24][CH:23]=2)[C:16]2[CH:17]=[CH:18][CH:19]=[CH:20][C:15]=2[N:14]=[N:13]1, predict the reactants needed to synthesize it. The reactants are: [F:1][C:2]([F:11])([F:10])[C:3]1[CH:9]=[CH:8][C:6]([NH2:7])=[CH:5][CH:4]=1.[NH:12]1[C:16]2[CH:17]=[CH:18][CH:19]=[CH:20][C:15]=2[N:14]=[N:13]1.[CH2:21]([O:28][CH2:29][CH2:30][CH:31]=O)[C:22]1[CH:27]=[CH:26][CH:25]=[CH:24][CH:23]=1.